This data is from Catalyst prediction with 721,799 reactions and 888 catalyst types from USPTO. The task is: Predict which catalyst facilitates the given reaction. (1) Reactant: Cl[C:2]1[CH:15]=[CH:14][C:13]([N+:16]([O-:18])=[O:17])=[CH:12][C:3]=1[O:4][CH2:5][CH2:6][N:7]1[CH:11]=[CH:10][CH:9]=[N:8]1.C(=O)([O-])[O-].[Cs+].[Cs+].CN1CCCC1=O.[CH3:32][C@H:33]1[CH2:38][NH:37][CH2:36][C@@H:35]([CH3:39])[NH:34]1. Product: [CH3:32][C@H:33]1[NH:34][C@@H:35]([CH3:39])[CH2:36][N:37]([C:2]2[CH:15]=[CH:14][C:13]([N+:16]([O-:18])=[O:17])=[CH:12][C:3]=2[O:4][CH2:5][CH2:6][N:7]2[CH:11]=[CH:10][CH:9]=[N:8]2)[CH2:38]1. The catalyst class is: 6. (2) Reactant: [CH2:1]([O:3][C:4]([C:6]1[CH:7]=[CH:8][N:9]2[CH2:14][CH2:13][S:12][CH2:11][C:10]=12)=[O:5])[CH3:2].[Cl:15][C:16]([Cl:21])([Cl:20])[C:17](Cl)=[O:18]. Product: [CH2:1]([O:3][C:4]([C:6]1[CH:7]=[C:8]([C:17](=[O:18])[C:16]([Cl:21])([Cl:20])[Cl:15])[N:9]2[CH2:14][CH2:13][S:12][CH2:11][C:10]=12)=[O:5])[CH3:2]. The catalyst class is: 4. (3) Reactant: [Cl:1][C:2]1[C:10]2[C:5](=[CH:6][C:7]([C:11]([NH:13][CH:14]([C:24]3[CH:29]=[CH:28][CH:27]=[CH:26][C:25]=3[Cl:30])[CH2:15][O:16][CH2:17][CH:18]3[CH2:23][CH2:22][NH:21][CH2:20][CH2:19]3)=[O:12])=[CH:8][CH:9]=2)[NH:4][CH:3]=1.C(N(CC)CC)C.C([O:40][C:41](=O)[C:42]([F:45])([F:44])[F:43])C.O. Product: [Cl:1][C:2]1[C:10]2[C:5](=[CH:6][C:7]([C:11]([NH:13][CH:14]([C:24]3[CH:29]=[CH:28][CH:27]=[CH:26][C:25]=3[Cl:30])[CH2:15][O:16][CH2:17][CH:18]3[CH2:23][CH2:22][N:21]([C:41](=[O:40])[C:42]([F:45])([F:44])[F:43])[CH2:20][CH2:19]3)=[O:12])=[CH:8][CH:9]=2)[NH:4][CH:3]=1. The catalyst class is: 5. (4) Reactant: CCN=C=NCCCN(C)C.[NH2:12][CH2:13][C:14]1[CH:19]=[CH:18][C:17]([CH2:20][CH2:21][OH:22])=[CH:16][CH:15]=1.[Cl:23][C:24]1[CH:32]=[N:31][CH:30]=[C:29]([Cl:33])[C:25]=1[C:26](O)=[O:27].ON1C2C=CC=CC=2N=N1.CN1CCOCC1. Product: [Cl:23][C:24]1[CH:32]=[N:31][CH:30]=[C:29]([Cl:33])[C:25]=1[C:26]([NH:12][CH2:13][C:14]1[CH:19]=[CH:18][C:17]([CH2:20][CH2:21][OH:22])=[CH:16][CH:15]=1)=[O:27]. The catalyst class is: 3. (5) Reactant: [Br:1][C:2]1[CH:8]=[C:7]([Cl:9])[CH:6]=[CH:5][C:3]=1N.Cl.N([O-])=O.[Na+].O(CC)C([S-])=[S:17].[K+].[OH-].[K+]. Product: [Br:1][C:2]1[CH:8]=[C:7]([Cl:9])[CH:6]=[CH:5][C:3]=1[SH:17]. The catalyst class is: 6. (6) Reactant: [Br:1][C:2]1[C:3]2[C:7]([CH:8]=[C:9]([F:11])[CH:10]=1)=[N:6][N:5]1[C:12]([CH:17]3[CH2:22][CH2:21][N:20](C(OC(C)(C)C)=O)[CH2:19][CH2:18]3)=[CH:13][C:14](=[O:16])[NH:15][C:4]=21.[ClH:30]. Product: [ClH:30].[Br:1][C:2]1[C:3]2[C:7]([CH:8]=[C:9]([F:11])[CH:10]=1)=[N:6][N:5]1[C:12]([CH:17]3[CH2:22][CH2:21][NH:20][CH2:19][CH2:18]3)=[CH:13][C:14](=[O:16])[NH:15][C:4]=21. The catalyst class is: 12. (7) Product: [Br:1][C:62]1[CH:63]=[CH:64][C:59]([C:55]([CH3:58])([CH3:57])[CH3:56])=[CH:60][C:61]=1[OH:67]. Reactant: [Br-:1].[Br-].[Br-].C([N+](CCCC)(CCCC)CCCC)CCC.C([N+](CCCC)(CCCC)CCCC)CCC.C([N+](CCCC)(CCCC)CCCC)CCC.[C:55]([C:59]1[CH:64]=[CH:63][CH:62]=[CH:61][C:60]=1O)([CH3:58])([CH3:57])[CH3:56].C[OH:67]. The catalyst class is: 2.